This data is from Full USPTO retrosynthesis dataset with 1.9M reactions from patents (1976-2016). The task is: Predict the reactants needed to synthesize the given product. (1) Given the product [CH3:4][C:2]([CH3:1])([O:5][C:6]([NH:8][C@H:9]([C:25]([N:78]1[CH2:79][CH2:80][N:75]([C:72]2[CH:73]=[CH:74][N:69]=[CH:70][CH:71]=2)[CH2:76][CH2:77]1)=[O:27])[CH2:10][CH2:11][CH2:12][CH2:13][NH:14][C:15]([O:17][CH2:18][C:19]1[CH:20]=[CH:21][CH:22]=[CH:23][CH:24]=1)=[O:16])=[O:7])[CH3:3], predict the reactants needed to synthesize it. The reactants are: [CH3:1][C:2]([O:5][C:6]([NH:8][C@H:9]([C:25]([OH:27])=O)[CH2:10][CH2:11][CH2:12][CH2:13][NH:14][C:15]([O:17][CH2:18][C:19]1[CH:24]=[CH:23][CH:22]=[CH:21][CH:20]=1)=[O:16])=[O:7])([CH3:4])[CH3:3].CCN(C(C)C)C(C)C.CN(C(ON1N=NC2C=CC=CC1=2)=[N+](C)C)C.[B-](F)(F)(F)F.C1C=CC2N(O)N=NC=2C=1.[N:69]1[CH:74]=[CH:73][C:72]([N:75]2[CH2:80][CH2:79][NH:78][CH2:77][CH2:76]2)=[CH:71][CH:70]=1. (2) Given the product [CH3:39][N:30]([S:31]([C:34]1[S:35][CH:36]=[CH:37][CH:38]=1)(=[O:33])=[O:32])[C:24]1[CH:25]=[CH:26][CH:27]=[C:28]2[C:23]=1[NH:22][C:21]([C:18]1[S:19][CH:20]=[C:16]([CH2:15][CH:4]([C:5]([O:7][CH2:8][CH3:9])=[O:6])[C:3]([O:11][CH2:12][CH3:13])=[O:10])[N:17]=1)=[CH:29]2, predict the reactants needed to synthesize it. The reactants are: [H-].[Na+].[C:3]([O:11][CH2:12][CH3:13])(=[O:10])[CH2:4][C:5]([O:7][CH2:8][CH3:9])=[O:6].Cl[CH2:15][C:16]1[N:17]=[C:18]([C:21]2[NH:22][C:23]3[C:28]([CH:29]=2)=[CH:27][CH:26]=[CH:25][C:24]=3[N:30]([CH3:39])[S:31]([C:34]2[S:35][CH:36]=[CH:37][CH:38]=2)(=[O:33])=[O:32])[S:19][CH:20]=1.C(O)(=O)CC(CC(O)=O)(C(O)=O)O. (3) Given the product [CH2:1]([C:5]12[C:14]3[C:9](=[CH:10][C:11]([O:15][CH3:16])=[CH:12][CH:13]=3)[CH2:8][CH2:7][C:6]1=[CH:12][C:11](=[O:15])[CH2:10][CH2:9]2)[CH2:2][CH2:3][CH3:4], predict the reactants needed to synthesize it. The reactants are: [CH2:1]([CH:5]1[C:14]2[C:9](=[CH:10][C:11]([O:15][CH3:16])=[CH:12][CH:13]=2)[CH2:8][CH2:7][C:6]1=O)[CH2:2][CH2:3][CH3:4]. (4) Given the product [CH2:15]([N:14]1[C:17](=[O:18])[C:8]2[C:7]([CH3:22])=[C:6]([C:4]([O:3][CH2:1][CH3:2])=[O:5])[S:10][C:9]=2[NH:11][C:12]1=[O:13])[CH3:16], predict the reactants needed to synthesize it. The reactants are: [CH2:1]([O:3][C:4]([C:6]1[S:10][C:9]([NH:11][C:12]([NH:14][CH2:15][CH3:16])=[O:13])=[C:8]([C:17](OCC)=[O:18])[C:7]=1[CH3:22])=[O:5])[CH3:2].[O-]CC.[Na+].Cl.